This data is from Forward reaction prediction with 1.9M reactions from USPTO patents (1976-2016). The task is: Predict the product of the given reaction. (1) Given the reactants [Br:1][C:2]1[CH:7]=[CH:6][C:5]([OH:8])=[CH:4][C:3]=1[C:9]([CH3:12])([CH3:11])[CH3:10].N1C=CN=C1.Cl[Si:19]([CH:26]([CH3:28])[CH3:27])([CH:23]([CH3:25])[CH3:24])[CH:20]([CH3:22])[CH3:21], predict the reaction product. The product is: [Br:1][C:2]1[CH:7]=[CH:6][C:5]([O:8][Si:19]([CH:26]([CH3:28])[CH3:27])([CH:23]([CH3:25])[CH3:24])[CH:20]([CH3:22])[CH3:21])=[CH:4][C:3]=1[C:9]([CH3:12])([CH3:11])[CH3:10]. (2) Given the reactants Cl.Cl[CH2:3][CH2:4][N:5]([CH3:7])[CH3:6].[I-].[K+].C(N(CC)CC)C.[Br:17][C:18]1[CH:24]=[CH:23][C:21]([NH2:22])=[CH:20][C:19]=1[CH3:25], predict the reaction product. The product is: [Br:17][C:18]1[CH:24]=[CH:23][C:21]([NH:22][CH2:3][CH2:4][N:5]([CH3:7])[CH3:6])=[CH:20][C:19]=1[CH3:25]. (3) Given the reactants [CH3:1][C:2]1([CH3:14])[C:6]([CH3:8])([CH3:7])[O:5][B:4]([C:9]2[CH:10]=[N:11][NH:12][CH:13]=2)[O:3]1.[CH3:15][C:16]1([CH3:30])[CH2:21][CH:20](OS(C)(=O)=O)[CH2:19][CH2:18][CH:17]1[C:27]([O-:29])=[O:28].[C:31](=O)([O-])[O-].[Cs+].[Cs+].CN(C=O)C, predict the reaction product. The product is: [CH3:15][C:16]1([CH3:30])[CH2:21][CH:20]([N:12]2[CH:13]=[C:9]([B:4]3[O:5][C:6]([CH3:7])([CH3:8])[C:2]([CH3:14])([CH3:1])[O:3]3)[CH:10]=[N:11]2)[CH2:19][CH2:18][CH:17]1[C:27]([O:29][CH3:31])=[O:28]. (4) Given the reactants [Cl:1][C:2]1[CH:10]=[C:9]([N+:11]([O-:13])=[O:12])[CH:8]=[CH:7][C:3]=1[C:4](Cl)=[O:5].Cl.[CH3:15][NH:16][CH3:17], predict the reaction product. The product is: [Cl:1][C:2]1[CH:10]=[C:9]([N+:11]([O-:13])=[O:12])[CH:8]=[CH:7][C:3]=1[C:4]([N:16]([CH3:17])[CH3:15])=[O:5].